Dataset: Catalyst prediction with 721,799 reactions and 888 catalyst types from USPTO. Task: Predict which catalyst facilitates the given reaction. (1) Reactant: C(O[C:6](=[O:32])[NH:7][CH2:8][CH2:9][NH:10][C:11]([C:13]1[N:14]=[CH:15][C:16]2[C:17](=[O:31])[N:18]([CH2:24][C:25]3[CH:30]=[CH:29][CH:28]=[CH:27][CH:26]=3)[CH:19]=[CH:20][C:21]=2[C:22]=1[OH:23])=[O:12])(C)(C)C.FC(F)(F)C(O)=O.C(N(CC)CC)C.[CH:47]([N:50]=C=O)([CH3:49])[CH3:48].Cl. Product: [CH:47]([NH:50][C:6](=[O:32])[NH:7][CH2:8][CH2:9][NH:10][C:11]([C:13]1[N:14]=[CH:15][C:16]2[C:17](=[O:31])[N:18]([CH2:24][C:25]3[CH:30]=[CH:29][CH:28]=[CH:27][CH:26]=3)[CH:19]=[CH:20][C:21]=2[C:22]=1[OH:23])=[O:12])([CH3:49])[CH3:48]. The catalyst class is: 795. (2) Reactant: [CH3:1][O:2][C:3](=[O:26])[NH:4][C:5]1[CH:21]=[C:20]2[C:8]([C:9]3[N:24]=[C:12]([C@@H:13]([NH2:23])[CH2:14][CH2:15][CH2:16][CH2:17][C:18](=[O:22])[NH:19]2)[NH:11][C:10]=3[F:25])=[CH:7][CH:6]=1.[C:27](=[O:30])([O-])[O-:28].[Na+].[Na+]. Product: [CH3:1][O:2][C:3](=[O:26])[NH:4][C:5]1[CH:21]=[C:20]2[C:8]([C:9]3[N:24]=[C:12]([C@@H:13]([NH:23][C:27]([O:28][C:8]([CH3:20])([CH3:9])[CH3:7])=[O:30])[CH2:14][CH2:15][CH2:16][CH2:17][C:18](=[O:22])[NH:19]2)[NH:11][C:10]=3[F:25])=[CH:7][CH:6]=1.[CH3:1][O:2][C:3](=[O:26])[NH:4][C:5]1[CH:21]=[C:20]2[C:8]([C:9]3[N:24]=[C:12]([C@@H:13]([NH2:23])[CH2:14][CH2:15][CH2:16][CH2:17][C:18](=[O:22])[NH:19]2)[NH:11][C:10]=3[F:25])=[CH:7][CH:6]=1. The catalyst class is: 121. (3) Reactant: [NH3:1].[Cl:2][C:3]1[C:4]2[CH2:24][O:23][C:10]3([CH2:15][CH2:14][N:13]([CH2:16][C:17]4[CH:22]=[CH:21][CH:20]=[CH:19][CH:18]=4)[CH2:12][CH2:11]3)[C:5]=2[CH:6]=[N:7][C:8]=1F. Product: [CH2:16]([N:13]1[CH2:14][CH2:15][C:10]2([C:5]3[CH:6]=[N:7][C:8]([NH2:1])=[C:3]([Cl:2])[C:4]=3[CH2:24][O:23]2)[CH2:11][CH2:12]1)[C:17]1[CH:22]=[CH:21][CH:20]=[CH:19][CH:18]=1. The catalyst class is: 32. (4) Reactant: [N:1]1[N:9]2[C:4]([N:5]=[C:6]3[CH2:15][CH2:14][CH2:13][CH2:12][CH2:11][C:7]3=[C:8]2O)=[CH:3][CH:2]=1.P(Cl)(Cl)([Cl:18])=O.C(N(C(C)C)CC)(C)C. Product: [Cl:18][C:8]1[N:9]2[C:4]([N:5]=[C:6]3[CH2:15][CH2:14][CH2:13][CH2:12][CH2:11][C:7]=13)=[CH:3][CH:2]=[N:1]2. The catalyst class is: 11. (5) Product: [CH:7]1([CH2:13][C@@H:14]([N:30]([CH3:31])[C:39]([C:33]2([CH3:32])[CH2:38][CH2:37][CH2:36][CH2:35][CH2:34]2)=[O:40])[CH2:15][N:16]2[CH2:17][CH2:18][CH:19]([C:22]3[CH:27]=[CH:26][CH:25]=[CH:24][C:23]=3[O:28][CH3:29])[CH2:20][CH2:21]2)[CH2:8][CH2:9][CH2:10][CH2:11][CH2:12]1.[ClH:41]. The catalyst class is: 46. Reactant: C(=O)([O-])[O-].[K+].[K+].[CH:7]1([CH2:13][C@@H:14]([NH:30][CH3:31])[CH2:15][N:16]2[CH2:21][CH2:20][CH:19]([C:22]3[CH:27]=[CH:26][CH:25]=[CH:24][C:23]=3[O:28][CH3:29])[CH2:18][CH2:17]2)[CH2:12][CH2:11][CH2:10][CH2:9][CH2:8]1.[CH3:32][C:33]1([C:39]([Cl:41])=[O:40])[CH2:38][CH2:37][CH2:36][CH2:35][CH2:34]1.